Dataset: Reaction yield outcomes from USPTO patents with 853,638 reactions. Task: Predict the reaction yield, written as a fraction of the theoretical maximum amount of product (1.0 means a 100% yield; for example, 0.34 means a 34% yield). (1) The reactants are [F:1][C:2]1[C:3]([O:24][C@H:25]2[C@@H:29]([OH:30])[CH2:28][O:27][CH2:26]2)=[C:4]([CH:18]=[C:19]([N+:21]([O-:23])=[O:22])[CH:20]=1)[CH2:5][N:6]([CH3:17])[C:7](=[O:16])[O:8][CH2:9][C:10]1[CH:15]=[CH:14][CH:13]=[CH:12][CH:11]=1.[Si:31](Cl)([C:34]([CH3:37])([CH3:36])[CH3:35])([CH3:33])[CH3:32].N1C=CN=C1. The product is [Si:31]([O:30][C@H:29]1[CH2:28][O:27][CH2:26][C@H:25]1[O:24][C:3]1[C:2]([F:1])=[CH:20][C:19]([N+:21]([O-:23])=[O:22])=[CH:18][C:4]=1[CH2:5][N:6]([CH3:17])[C:7](=[O:16])[O:8][CH2:9][C:10]1[CH:15]=[CH:14][CH:13]=[CH:12][CH:11]=1)([C:34]([CH3:37])([CH3:36])[CH3:35])([CH3:33])[CH3:32]. The catalyst is CN(C=O)C. The yield is 0.990. (2) The reactants are [Cl:1][C:2]1[C:7]([C:8]2[C:9](=[O:22])[NH:10][C:11](=[O:21])[N:12]([CH2:14][CH2:15][CH:16](OC)[O:17]C)[CH:13]=2)=[CH:6][CH:5]=[C:4]([CH3:23])[N:3]=1. The catalyst is C1COCC1. The product is [Cl:1][C:2]1[C:7]([C:8]2[C:9](=[O:22])[NH:10][C:11](=[O:21])[N:12]([CH2:14][CH2:15][CH:16]=[O:17])[CH:13]=2)=[CH:6][CH:5]=[C:4]([CH3:23])[N:3]=1. The yield is 1.00. (3) The reactants are [Cl:1][C:2]1[C:3]([CH3:32])=[C:4]([NH:10][C@H:11]([C@@H:29]([OH:31])[CH3:30])[C:12]([NH:14][NH:15][C:16](=O)[C:17]2[CH:22]=[CH:21][C:20]([N:23]3[CH:27]=[CH:26][CH:25]=[N:24]3)=[CH:19][CH:18]=2)=[O:13])[CH:5]=[CH:6][C:7]=1[C:8]#[N:9].C(NP1(N(CC)CC)N(C)CCCN1C)(C)(C)C. The catalyst is C1COCC1. The yield is 0.150. The product is [N:23]1([C:20]2[CH:19]=[CH:18][C:17]([C:16]3[O:13][C:12]([C@H:11]([NH:10][C:4]4[CH:5]=[CH:6][C:7]([C:8]#[N:9])=[C:2]([Cl:1])[C:3]=4[CH3:32])[C@@H:29]([OH:31])[CH3:30])=[N:14][N:15]=3)=[CH:22][CH:21]=2)[CH:27]=[CH:26][CH:25]=[N:24]1. (4) The yield is 1.00. The product is [F:11][C:12]1[CH:17]=[CH:16][C:15]([CH:18]2[CH2:19][CH2:20][N:21]([C:2]3[C:7]([O:8][CH3:9])=[C:6]([NH:30][NH2:31])[N:5]=[CH:4][N:3]=3)[CH2:22][CH2:23]2)=[CH:14][CH:13]=1. The reactants are Cl[C:2]1[C:7]([O:8][CH3:9])=[C:6](Cl)[N:5]=[CH:4][N:3]=1.[F:11][C:12]1[CH:17]=[CH:16][C:15]([CH:18]2[CH2:23][CH2:22][NH:21][CH2:20][CH2:19]2)=[CH:14][CH:13]=1.C(=O)([O-])[O-].[K+].[K+].[NH2:30][NH2:31]. The catalyst is O1CCOCC1. (5) The reactants are [O:1]1[CH2:6][CH2:5][N:4]([C:7]2[CH:8]=[C:9]3[C:15]([C:16]([O:18][CH3:19])=[O:17])=[N:14][NH:13][C:10]3=[N:11][CH:12]=2)[CH2:3][CH2:2]1.[Br:20][C:21]1[CH:22]=[C:23](B(O)O)[CH:24]=[CH:25][CH:26]=1. No catalyst specified. The product is [Br:20][C:21]1[CH:26]=[C:25]([N:13]2[C:10]3=[N:11][CH:12]=[C:7]([N:4]4[CH2:3][CH2:2][O:1][CH2:6][CH2:5]4)[CH:8]=[C:9]3[C:15]([C:16]([O:18][CH3:19])=[O:17])=[N:14]2)[CH:24]=[CH:23][CH:22]=1. The yield is 0.800. (6) The reactants are [O:1]=[C:2]1[C:10]2[C:5](=[CH:6][CH:7]=[CH:8][CH:9]=2)[C:4](=[O:11])[N:3]1/[CH:12]=[CH:13]/[C:14]1[C:15]([C:24]([O:26][CH3:27])=[O:25])=[CH:16][C:17]([O:20][CH:21]([CH3:23])[CH3:22])=[N:18][CH:19]=1. The catalyst is C1COCC1.CCO.C1C=CC(P(C2C=CC=CC=2)C2C=CC=CC=2)=CC=1.C1C=CC(P(C2C=CC=CC=2)C2C=CC=CC=2)=CC=1.C1C=CC(P(C2C=CC=CC=2)C2C=CC=CC=2)=CC=1.[Cl-].[Rh]. The product is [O:11]=[C:4]1[C:5]2[C:10](=[CH:9][CH:8]=[CH:7][CH:6]=2)[C:2](=[O:1])[N:3]1[CH2:12][CH2:13][C:14]1[C:15]([C:24]([O:26][CH3:27])=[O:25])=[CH:16][C:17]([O:20][CH:21]([CH3:23])[CH3:22])=[N:18][CH:19]=1. The yield is 0.400. (7) The product is [C:1]([O:5][C:6](=[O:33])[CH2:7][N:8]([CH2:9][C:10]([N:12]([N:14]1[CH2:15][C:16]2[C:21](=[CH:20][CH:19]=[CH:18][CH:17]=2)[CH2:22]1)[CH3:13])=[O:11])[C:23]1[CH:28]=[C:27]([C:29]2[O:30][N:38]=[C:36]([CH3:37])[N:31]=2)[CH:26]=[CH:25][C:24]=1[CH3:32])([CH3:4])([CH3:3])[CH3:2]. The reactants are [C:1]([O:5][C:6](=[O:33])[CH2:7][N:8]([C:23]1[CH:28]=[C:27]([C:29]([NH2:31])=[O:30])[CH:26]=[CH:25][C:24]=1[CH3:32])[CH2:9][C:10]([N:12]([N:14]1[CH2:22][C:21]2[C:16](=[CH:17][CH:18]=[CH:19][CH:20]=2)[CH2:15]1)[CH3:13])=[O:11])([CH3:4])([CH3:3])[CH3:2].CO[C:36](OC)([N:38](C)C)[CH3:37]. The yield is 0.750. No catalyst specified.